Dataset: Reaction yield outcomes from USPTO patents with 853,638 reactions. Task: Predict the reaction yield, written as a fraction of the theoretical maximum amount of product (1.0 means a 100% yield; for example, 0.34 means a 34% yield). (1) The reactants are [Br:1][C:2]1[CH:3]=[C:4]([NH2:9])[C:5]([NH2:8])=[N:6][CH:7]=1.[N:10]([CH2:13][CH3:14])=[C:11]=S.C(N=C=NC(C)C)(C)C.C(OCC)(=O)C. The catalyst is CN1C(=O)CCC1.O. The product is [Br:1][C:2]1[CH:3]=[C:4]2[N:9]=[C:11]([NH:10][CH2:13][CH3:14])[NH:8][C:5]2=[N:6][CH:7]=1. The yield is 0.750. (2) The reactants are [NH2:1][C:2]1[CH:9]=[CH:8][C:5]([CH2:6][NH2:7])=[CH:4][CH:3]=1.C1C(=O)N([O:17][C:18]([CH2:20][I:21])=O)C(=O)C1.C(N(CC)C(C)C)(C)C. The catalyst is ClCCl. The product is [NH2:1][C:2]1[CH:9]=[CH:8][C:5]([CH2:6][NH:7][C:18](=[O:17])[CH2:20][I:21])=[CH:4][CH:3]=1. The yield is 0.622. (3) The reactants are Cl[C:2]1[N:3]=[N:4][C:5]([CH3:8])=[CH:6][CH:7]=1.[CH3:9][O:10][C:11]1[CH:16]=[C:15](B2OC(C)(C)C(C)(C)O2)[CH:14]=[CH:13][N:12]=1. No catalyst specified. The product is [CH3:9][O:10][C:11]1[CH:16]=[C:15]([C:2]2[N:3]=[N:4][C:5]([CH3:8])=[CH:6][CH:7]=2)[CH:14]=[CH:13][N:12]=1. The yield is 0.450. (4) The reactants are C1(O[C:8](=[O:40])[NH:9][C:10]2[CH:15]=[C:14]([O:16][C:17]3[CH:22]=[CH:21][C:20]([NH:23][C:24]([C:26]4([C:29](=[O:38])[NH:30][C:31]5[CH:36]=[CH:35][C:34]([F:37])=[CH:33][CH:32]=5)[CH2:28][CH2:27]4)=[O:25])=[CH:19][C:18]=3[F:39])[N:13]=[CH:12][N:11]=2)C=CC=CC=1.[NH:41]1[CH2:46][CH2:45][O:44][CH2:43][CH2:42]1. The catalyst is CN(C)C=O. The product is [F:39][C:18]1[CH:19]=[C:20]([NH:23][C:24]([C:26]2([C:29]([NH:30][C:31]3[CH:36]=[CH:35][C:34]([F:37])=[CH:33][CH:32]=3)=[O:38])[CH2:27][CH2:28]2)=[O:25])[CH:21]=[CH:22][C:17]=1[O:16][C:14]1[CH:15]=[C:10]([NH:9][C:8]([N:41]2[CH2:46][CH2:45][O:44][CH2:43][CH2:42]2)=[O:40])[N:11]=[CH:12][N:13]=1. The yield is 0.829.